Dataset: Forward reaction prediction with 1.9M reactions from USPTO patents (1976-2016). Task: Predict the product of the given reaction. (1) Given the reactants C([N:8]1[CH2:13][CH2:12][C@@:11]([C:15]([F:18])([F:17])[F:16])([OH:14])[C@@H:10]([OH:19])[CH2:9]1)C1C=CC=CC=1.[H][H], predict the reaction product. The product is: [F:18][C:15]([F:16])([F:17])[C@@:11]1([OH:14])[CH2:12][CH2:13][NH:8][CH2:9][C@@H:10]1[OH:19]. (2) Given the reactants [Cl:1][C:2]1[CH:3]=[C:4]([CH:7]=[C:8]([Cl:20])[C:9]=1[C:10]1[N:14]2[CH:15]=[C:16]([F:19])[CH:17]=[CH:18][C:13]2=[N:12][N:11]=1)[CH:5]=O.[CH3:21][N:22]1[CH2:27][CH2:26][NH:25][CH2:24][CH2:23]1.C(O[BH-](OC(=O)C)OC(=O)C)(=O)C.[Na+], predict the reaction product. The product is: [Cl:1][C:2]1[CH:3]=[C:4]([CH2:5][N:25]2[CH2:26][CH2:27][N:22]([CH3:21])[CH2:23][CH2:24]2)[CH:7]=[C:8]([Cl:20])[C:9]=1[C:10]1[N:14]2[CH:15]=[C:16]([F:19])[CH:17]=[CH:18][C:13]2=[N:12][N:11]=1.